This data is from Reaction yield outcomes from USPTO patents with 853,638 reactions. The task is: Predict the reaction yield, written as a fraction of the theoretical maximum amount of product (1.0 means a 100% yield; for example, 0.34 means a 34% yield). The reactants are [CH2:1]([OH:5])[CH2:2][CH2:3][CH3:4].[C:6]([O:10][CH3:11])(=[O:9])C=C.C1N2[CH2:18][CH2:19]N(CC2)C1. No catalyst specified. The product is [CH3:11][O:10][C:6](=[O:9])[C:18](=[CH2:19])[CH:1]([OH:5])[CH2:2][CH2:3][CH3:4]. The yield is 0.611.